This data is from Full USPTO retrosynthesis dataset with 1.9M reactions from patents (1976-2016). The task is: Predict the reactants needed to synthesize the given product. (1) Given the product [F:10][C:11]1[CH:12]=[CH:13][C:14](/[CH:17]=[CH:18]/[C:19]2[CH:24]=[CH:23][C:22]([S:25]([C:2]3[N:9]=[CH:8][CH:7]=[CH:6][C:3]=3[CH:4]=[O:5])(=[O:27])=[O:26])=[CH:21][CH:20]=2)=[CH:15][CH:16]=1, predict the reactants needed to synthesize it. The reactants are: Cl[C:2]1[N:9]=[CH:8][CH:7]=[CH:6][C:3]=1[CH:4]=[O:5].[F:10][C:11]1[CH:16]=[CH:15][C:14](/[CH:17]=[CH:18]/[C:19]2[CH:24]=[CH:23][C:22]([S:25]([O-:27])=[O:26])=[CH:21][CH:20]=2)=[CH:13][CH:12]=1.[Na+]. (2) Given the product [CH:1]1([CH:6]([C:27]2[CH:32]=[CH:31][C:30]([CH:33]=[O:34])=[CH:29][CH:28]=2)[C:7]([NH:9][C:10]2[CH:11]=[C:12]([CH:24]=[CH:25][CH:26]=2)[CH2:13][C:14]2([C:17]([O:19][C:20]([CH3:22])([CH3:21])[CH3:23])=[O:18])[CH2:16][CH2:15]2)=[O:8])[CH2:5][CH2:4][CH2:3][CH2:2]1, predict the reactants needed to synthesize it. The reactants are: [CH:1]1([CH:6]([C:27]2[CH:32]=[CH:31][C:30]([CH2:33][OH:34])=[CH:29][CH:28]=2)[C:7]([NH:9][C:10]2[CH:11]=[C:12]([CH:24]=[CH:25][CH:26]=2)[CH2:13][C:14]2([C:17]([O:19][C:20]([CH3:23])([CH3:22])[CH3:21])=[O:18])[CH2:16][CH2:15]2)=[O:8])[CH2:5][CH2:4][CH2:3][CH2:2]1.CC(OI1(OC(C)=O)(OC(C)=O)OC(=O)C2C=CC=CC1=2)=O. (3) Given the product [CH2:64]([N:71]1[CH2:72][CH2:73][N:74]([C@H:77]2[CH2:82][CH2:81][C@H:80]([NH:83][C:26](=[O:27])[C:25]3[CH:29]=[CH:30][C:22]([NH:21][C:19]4[N:18]=[CH:17][C:8]5[N:9]([CH3:16])[C:10](=[O:15])[C:11]6([CH2:14][CH2:13]6)[CH2:12][N:6]([CH:1]6[CH2:2][CH2:3][CH2:4][CH2:5]6)[C:7]=5[N:20]=4)=[C:23]([O:31][CH3:32])[CH:24]=3)[CH2:79][CH2:78]2)[CH2:75][CH2:76]1)[C:65]1[CH:66]=[CH:67][CH:68]=[CH:69][CH:70]=1, predict the reactants needed to synthesize it. The reactants are: [CH:1]1([N:6]2[CH2:12][C:11]3([CH2:14][CH2:13]3)[C:10](=[O:15])[N:9]([CH3:16])[C:8]3[CH:17]=[N:18][C:19]([NH:21][C:22]4[CH:30]=[CH:29][C:25]([C:26](O)=[O:27])=[CH:24][C:23]=4[O:31][CH3:32])=[N:20][C:7]2=3)[CH2:5][CH2:4][CH2:3][CH2:2]1.CCN(C(C)C)C(C)C.CN(C(ON1N=NC2C=CC=CC1=2)=[N+](C)C)C.[B-](F)(F)(F)F.[CH2:64]([N:71]1[CH2:76][CH2:75][N:74]([CH:77]2[CH2:82][CH2:81][CH:80]([NH2:83])[CH2:79][CH2:78]2)[CH2:73][CH2:72]1)[C:65]1[CH:70]=[CH:69][CH:68]=[CH:67][CH:66]=1. (4) Given the product [C:26]([N:1]1[CH2:6][CH2:5][O:4][CH:3]([C:7]([O:9][CH2:10][C:11]2[CH:16]=[CH:15][CH:14]=[CH:13][CH:12]=2)=[O:8])[CH2:2]1)(=[O:28])[CH3:27], predict the reactants needed to synthesize it. The reactants are: [NH:1]1[CH2:6][CH2:5][O:4][CH:3]([C:7]([O:9][CH2:10][C:11]2[CH:16]=[CH:15][CH:14]=[CH:13][CH:12]=2)=[O:8])[CH2:2]1.CCN(C(C)C)C(C)C.[C:26](OC(=O)C)(=[O:28])[CH3:27]. (5) Given the product [CH3:9][C:1]1[CH:6]=[CH:5][CH:4]=[CH:3][C:2]=1[CH:7]=[CH:18][N+:15]([O-:17])=[O:16], predict the reactants needed to synthesize it. The reactants are: [C:1]1([CH3:9])[C:2]([CH:7]=O)=[CH:3][CH:4]=[CH:5][CH:6]=1.C([O-])(=O)C.[NH4+].[N+:15]([CH3:18])([O-:17])=[O:16]. (6) Given the product [CH3:18][O:17][C:8]1[CH:7]=[C:4]([CH:5]=[C:27]([N+:24]([O-:26])=[O:25])[CH3:28])[C:3]([O:2][CH3:1])=[CH:10][C:9]=1[CH2:11][CH2:12][O:13][CH2:14][O:15][CH3:16], predict the reactants needed to synthesize it. The reactants are: [CH3:1][O:2][C:3]1[CH:10]=[C:9]([CH2:11][CH2:12][O:13][CH2:14][O:15][CH3:16])[C:8]([O:17][CH3:18])=[CH:7][C:4]=1[CH:5]=O.C([O-])(=O)C.[NH4+].[N+:24]([CH2:27][CH3:28])([O-:26])=[O:25].